From a dataset of Catalyst prediction with 721,799 reactions and 888 catalyst types from USPTO. Predict which catalyst facilitates the given reaction. (1) Reactant: [F:1][C:2]1[CH:7]=[CH:6][C:5]([P:8](=[O:15])([O:12]CC)[O:9]CC)=[CH:4][CH:3]=1. Product: [F:1][C:2]1[CH:3]=[CH:4][C:5]([P:8](=[O:9])([OH:15])[OH:12])=[CH:6][CH:7]=1. The catalyst class is: 33. (2) Reactant: [O:1]1[C:6]2[CH:7]=[CH:8][C:9]([CH2:11][N:12]([CH:20]3[CH2:25][CH2:24][N:23]([CH2:26][CH2:27][N:28]4[C:37]5[C:32](=[C:33]([C:40]([OH:42])=O)[CH:34]=[C:35]([O:38][CH3:39])[CH:36]=5)[CH:31]=[CH:30][C:29]4=[O:43])[CH2:22][CH2:21]3)[C:13](=[O:19])[O:14][C:15]([CH3:18])([CH3:17])[CH3:16])=[CH:10][C:5]=2[O:4][CH2:3][CH2:2]1.[Cl-].COC1N=C(OC)N=C([N+]2(C)CCOCC2)N=1.Cl.[CH3:63][O:64][NH:65][CH3:66].CN1CCOCC1.Cl. Product: [O:1]1[C:6]2[CH:7]=[CH:8][C:9]([CH2:11][N:12]([CH:20]3[CH2:21][CH2:22][N:23]([CH2:26][CH2:27][N:28]4[C:37]5[C:32](=[C:33]([C:40](=[O:42])[N:65]([O:64][CH3:63])[CH3:66])[CH:34]=[C:35]([O:38][CH3:39])[CH:36]=5)[CH:31]=[CH:30][C:29]4=[O:43])[CH2:24][CH2:25]3)[C:13](=[O:19])[O:14][C:15]([CH3:17])([CH3:18])[CH3:16])=[CH:10][C:5]=2[O:4][CH2:3][CH2:2]1. The catalyst class is: 7.